Task: Binary Classification. Given a miRNA mature sequence and a target amino acid sequence, predict their likelihood of interaction.. Dataset: Experimentally validated miRNA-target interactions with 360,000+ pairs, plus equal number of negative samples (1) The miRNA is hsa-miR-6717-5p with sequence AGGCGAUGUGGGGAUGUAGAGA. The protein sequence of the target gene is MYRARAARAGPEPGSPGRFGILSTGQLRDLLQDEPKLDRIVRLSRKFQGLQLERDACLASNYALAKENLALRPRLEMGRTALAIKYQELREVAENCADKLQRLEKSMHRWSPQCALGWLQAELEEAEQEAEVQMEQLLLGEQSLEAFLPAFQRGRALAHLRRTQAEKLQEVLRRRERSAQPAPTTAAAAAAAATAMDPPKPFPAAAVLPTGAARGPPPAVPRSLPPLDSRPVPPVKGSPGCPFGPAPLLSPRPSQPEPPHR. Result: 0 (no interaction). (2) The protein sequence of the target gene is MEFPDLGAHCSEPSCQRLDFLPLKCDACSGIFCADHVAYAQHHCGSAYQKDIQVPVCPLCNVPVPVARGEPPDRAVGEHIDRDCRSDPAQQKRKIFTNKCERAGCRQREMMKLTCERCSRNFCIKHRHPLDHDCSGEGHPTSRAGLAAISRAQAVASTSTVPSPSQTMPSCTSPSRATTRSPSWTAPPVIALQNGLSEDEALQRALEMSLAETKPQVPSCQEEEDLALAQALSASEAEYQRQQAQSRSSKPSNCSLC. The miRNA is hsa-miR-6822-5p with sequence CAGGGAACCAGUUGGGGCUU. Result: 1 (interaction). (3) The miRNA is hsa-miR-1206 with sequence UGUUCAUGUAGAUGUUUAAGC. The protein sequence of the target gene is MQNRTGLILCALSLLTGFLMICLGGFFISNSIFHSQRNLVVAYVLLPMGFVILLSGIFWGTYRQANENKEMFNHVLRQHLAFQDLPLATVDRPDFYPPAYEESLDVEKQACPAGRELLGFPPPLYTETNLEFEHLEDPQPEAPPPYQEIIADAGAPAKAQDAEEPSRVLKAGTALQLTELTGR. Result: 0 (no interaction). (4) The miRNA is mmu-miR-758-3p with sequence UUUGUGACCUGGUCCACUA. The protein sequence of the target gene is MAAERQEALREFVAVTGAEEDRARFFLESAGWDLQIALASFYEDGGDEDIVTISQATPSSVSRGTAPSDNRVTSFRDLIHDQDEDEEEEEGQRFYAGGSERSGQQIVGPPRKKSPNELVDDLFKGAKEHGAVAVERVTKSPGETSKPRPFAGGGYRLGAAPEEESAYVAGEKRQHSSQDVHVVLKLWKSGFSLDNGELRSYQDPSNAQFLESIRRGEVPAELRRLAHGGQVNLDMEDHRDEDFVKPKGAFKAFTGEGQKLGSTAPQVLSTSSPAQQAENEAKASSSILIDESEPTTNIQI.... Result: 0 (no interaction). (5) The miRNA is hsa-miR-6127 with sequence UGAGGGAGUGGGUGGGAGG. The protein sequence of the target gene is MPMTLGYWNIRGLAHSIRLLLEYTDSSYEEKKYTMGDAPDYDRSQWLNEKFKLGLDFPNLPYLIDGTHKITQSNAILRYIARKHNLCGESEKEQIREDILENQFMDSRMQLAKLCYDPDFEKLKPEYLQALPEMLKLYSQFLGKQPWFLGDKITFVDFIAYDVLERNQVFEPSCLDAFPNLKDFISRFEGLEKISAYMKSSRFLPRPVFTKMAVWGNK. Result: 0 (no interaction). (6) The protein sequence of the target gene is MALSKSMHARNRYKDKPPDFAYLASKYPDFKQHVQINLNGRVSLNFKDPEAVRALTCTLLREDFGLSIDIPLERLIPTVPLRLNYIHWVEDLIGHQDSDKSTLRRGIDIGTGASCIYPLLGATLNGWYFLATEVDDMCFNYAKKNVEQNNLSDLIKVVKVPQKTLLMDALKEESEIIYDFCMCNPPFFANQLEAKGVNSRNPRRPPPSSVNTGGITEIMAEGGELEFVKRIIHDSLQLKKRLRWYSCMLGKKCSLAPLKEELRIQGVPKVTYTEFCQGRTMRWALAWSFYDDVTVPSPPS.... The miRNA is ath-miR857 with sequence UUUUGUAUGUUGAAGGUGUAU. Result: 0 (no interaction). (7) The miRNA is hsa-miR-589-5p with sequence UGAGAACCACGUCUGCUCUGAG. The protein sequence of the target gene is MEEGKMDENEWGYHGEGNKSLVVAHAQRCVVLRFLKFPPNRKKTSEEIFQHLQNIVDFGKNVMKEFLGENYVHYGEVVQLPLEFVKQLCLKIQSERPESRCDKDLDTLSGYAMCLPNLTRLQTYRFAEHRPILCVEIKPKCGFIPFSSDVTHEMKHKVCRYCMHQHLKVATGKWKQISKYCPLDLYSGNKQRMHFALKSLLQEAQNNLKIFKNGELIYGCKDARSPVADWSELAHHLKPFFFPSNGLASGPHCTRAVIRELVHVITRVLLSGSDKGRAGTLSPGLGPQGPRVCEASPFSR.... Result: 1 (interaction). (8) The miRNA is hsa-miR-7703 with sequence UUGCACUCUGGCCUUCUCCCAGG. The protein sequence of the target gene is MASILLRSCRGRAPARLPPPPRYTVPRGSPGDPAHLSCASTLGLRNCLNVPFGCCTPIHPVYTSSRGDHLGCWALRPECLRIVSRAPWTSTSVGFVAVGPQCLPVRGWHSSRPVRDDSVVEKSLKSLKDKNKKLEEGGPVYSPPAEVVVKKSLGQRVLDELKHYYHGFRLLWIDTKIAARMLWRILNGHSLTRRERRQFLRICADLFRLVPFLVFVVVPFMEFLLPVAVKLFPNMLPSTFETQSLKEERLKKELRVKLELAKFLQDTIEEMALKNKAAKGSATKDFSVFFQKIRETGERP.... Result: 1 (interaction). (9) The miRNA is hsa-miR-4716-3p with sequence AAGGGGGAAGGAAACAUGGAGA. The protein sequence of the target gene is MGDMGDPPKKKRLISLCVGCGNQIHDQYILRVSPDLEWHAACLKCAECNQYLDESCTCFVRDGKTYCKRDYIRLYGIKCAKCSIGFSKNDFVMRARSKVYHIECFRCVACSRQLIPGDEFALREDGLFCRADHDVVERASLGAGDPLSPLHPARPLQMAAEPISARQPALRPHVHKQPEKTTRVRTVLNEKQLHTLRTCYAANPRPDALMKEQLVEMTGLSPRVIRVWFQNKRCKDKKRSIMMKQLQQQQPNDKTNIQGMTGTPMVAASPERHDGGLQANPVEVQSYQPPWKVLSDFALQ.... Result: 0 (no interaction). (10) Result: 0 (no interaction). The miRNA is rno-miR-98-5p with sequence UGAGGUAGUAAGUUGUAUUGUU. The protein sequence of the target gene is MSKLARLEREEIMECQVMWEPDSKKDTQMDRFRAAVGTACGLALGNYNDLYHWSVRSYMDFWAEFWKFSGIVYSRMYDEVVDTSKGIADVPEWFRGSRLNYAENLLRHKENDRVALYVAREGREEIVKVTFEELRQQVALFAAAMRKMGVKKGDRVVGYLPNSAHAVEAMLAAASIGAIWSSTSPDFGVNGVLDRFSQIQPKLIFSVEAVVYNGKEHGHLEKLQRVVKGLPDLQRVVLIPYVLPREKIDISKIPNSVFLDDFLASGTGAQAPQLEFEQLPFSHPLFIMFSSGTTGAPKCM....